From a dataset of Reaction yield outcomes from USPTO patents with 853,638 reactions. Predict the reaction yield, written as a fraction of the theoretical maximum amount of product (1.0 means a 100% yield; for example, 0.34 means a 34% yield). (1) The reactants are [C:1]1(/[CH:7]=[CH:8]/[C:9]2[C:17]3[C:12](=[CH:13][CH:14]=[C:15]([C:18]#[N:19])[CH:16]=3)[N:11]([CH:20]3[CH2:25][CH2:24][CH2:23][CH2:22][O:21]3)[N:10]=2)[CH:6]=[CH:5][CH:4]=[CH:3][CH:2]=1. The catalyst is C(OCC)(=O)C. The product is [O:21]1[CH2:22][CH2:23][CH2:24][CH2:25][CH:20]1[N:11]1[C:12]2[C:17](=[CH:16][C:15]([C:18]#[N:19])=[CH:14][CH:13]=2)[C:9]([CH2:8][CH2:7][C:1]2[CH:2]=[CH:3][CH:4]=[CH:5][CH:6]=2)=[N:10]1. The yield is 0.840. (2) The reactants are CC1C=CC(S(O[CH2:12][CH:13]2[CH2:17][C:16]3[CH:18]=[C:19]([Cl:30])[CH:20]=[C:21](OS(C(F)(F)F)(=O)=O)[C:15]=3[O:14]2)(=O)=O)=CC=1.[CH3:31][C:32]1[CH:37]=[CH:36][CH:35]=[CH:34][C:33]=1B(O)O.C(=O)([O-])[O-].[K+].[K+].C(C1C=CC=CC=1B1OC(C)(C)C(C)(C)O1)(C)C.CC1C=CC(S(OCC2CC3C=C(Cl)C=C(C4C=CC=CC=4C)C=3O2)(=O)=O)=CC=1.S(C1C=CC(C)=CC=1)([O-])(=O)=O.[N-:105]=[N+]=[N-].[Na+].N(CC1CC2C=C(Cl)C=C(C3C=CSC=3)C=2O1)=[N+]=[N-].N(CC1CC2C=C(Cl)C=C(C3C=CC=CC=3C)C=2O1)=[N+]=[N-].[N-]=[N+]=[N-]. The catalyst is C1C=CC([PH+]([C]2[CH][CH][CH][CH]2)C2C=CC=CC=2)=CC=1.C1C=CC([PH+]([C]2[CH][CH][CH][CH]2)C2C=CC=CC=2)=CC=1.C(Cl)Cl.Cl[Pd]Cl.[Fe].[Pt]. The product is [Cl:30][C:19]1[CH:20]=[C:21]([C:33]2[CH:34]=[CH:35][CH:36]=[CH:37][C:32]=2[CH3:31])[C:15]2[O:14][CH:13]([CH2:12][NH2:105])[CH2:17][C:16]=2[CH:18]=1. The yield is 0.800. (3) The reactants are [Cl:1][C:2]1[C:11]([N:12]2C(C)=CC=C2C)=[CH:10][CH:9]=[C:8]([F:19])[C:3]=1[C:4]([O:6][CH3:7])=[O:5].NO.Cl.C(N(CC)CC)C.CC(=O)OCC. The catalyst is C(O)C.O. The product is [NH2:12][C:11]1[C:2]([Cl:1])=[C:3]([C:8]([F:19])=[CH:9][CH:10]=1)[C:4]([O:6][CH3:7])=[O:5]. The yield is 0.950.